From a dataset of Peptide-MHC class I binding affinity with 185,985 pairs from IEDB/IMGT. Regression. Given a peptide amino acid sequence and an MHC pseudo amino acid sequence, predict their binding affinity value. This is MHC class I binding data. (1) The peptide sequence is DTKCKNNYF. The MHC is HLA-B58:01 with pseudo-sequence HLA-B58:01. The binding affinity (normalized) is 0.0847. (2) The peptide sequence is LEYKTLCDM. The MHC is HLA-A11:01 with pseudo-sequence HLA-A11:01. The binding affinity (normalized) is 0.0101. (3) The peptide sequence is EIIFLKLFK. The MHC is HLA-A31:01 with pseudo-sequence HLA-A31:01. The binding affinity (normalized) is 0.408. (4) The peptide sequence is KQNMRIRSK. The MHC is HLA-A31:01 with pseudo-sequence HLA-A31:01. The binding affinity (normalized) is 0.633. (5) The peptide sequence is HYPKVYKTYF. The MHC is HLA-A24:02 with pseudo-sequence HLA-A24:02. The binding affinity (normalized) is 0.760.